This data is from Forward reaction prediction with 1.9M reactions from USPTO patents (1976-2016). The task is: Predict the product of the given reaction. (1) Given the reactants [Si]([O:18][C:19]1[CH:62]=[CH:61][C:22]([O:23][CH2:24][C@@H:25]([OH:60])[CH2:26][NH:27][CH2:28][CH2:29][C:30]2[CH:59]=[CH:58][C:33]([NH:34][CH:35]3[CH2:40][CH2:39][N:38]([C:41]([NH:43][CH2:44][CH:45]([C:52]4[CH:57]=[CH:56][CH:55]=[CH:54][CH:53]=4)[C:46]4[CH:51]=[CH:50][CH:49]=[CH:48][CH:47]=4)=[O:42])[CH2:37][CH2:36]3)=[CH:32][CH:31]=2)=[CH:21][CH:20]=1)(C(C)(C)C)(C1C=CC=CC=1)C1C=CC=CC=1, predict the reaction product. The product is: [C:46]1([CH:45]([C:52]2[CH:57]=[CH:56][CH:55]=[CH:54][CH:53]=2)[CH2:44][NH:43][C:41]([N:38]2[CH2:39][CH2:40][CH:35]([NH:34][C:33]3[CH:58]=[CH:59][C:30]([CH2:29][CH2:28][NH:27][CH2:26][C@H:25]([OH:60])[CH2:24][O:23][C:22]4[CH:61]=[CH:62][C:19]([OH:18])=[CH:20][CH:21]=4)=[CH:31][CH:32]=3)[CH2:36][CH2:37]2)=[O:42])[CH:47]=[CH:48][CH:49]=[CH:50][CH:51]=1. (2) Given the reactants CC1(C)[O:7][CH2:6][CH:5]([NH:8][C:9]2[CH:10]=[C:11]3[C:15](=[CH:16][CH:17]=2)[NH:14][N:13]=[CH:12]3)[CH2:4][O:3]1.Cl, predict the reaction product. The product is: [NH:14]1[C:15]2[C:11](=[CH:10][C:9]([NH:8][CH:5]([CH2:4][OH:3])[CH2:6][OH:7])=[CH:17][CH:16]=2)[CH:12]=[N:13]1. (3) Given the reactants [B-](F)(F)(F)F.[B-](F)(F)(F)F.C1[N+]2(CCl)CC[N+]([F:21])(CC2)C1.[NH2:22][C:23]1[CH:33]=[C:32]([Cl:34])[C:31]([C:35]([F:38])([F:37])[F:36])=[CH:30][C:24]=1[C:25]([O:27][CH2:28][CH3:29])=[O:26], predict the reaction product. The product is: [NH2:22][C:23]1[C:33]([F:21])=[C:32]([Cl:34])[C:31]([C:35]([F:38])([F:36])[F:37])=[CH:30][C:24]=1[C:25]([O:27][CH2:28][CH3:29])=[O:26]. (4) Given the reactants [OH:1][C:2]1[CH:9]=[CH:8][C:5]([CH:6]=[O:7])=[C:4]([O:10][CH3:11])[CH:3]=1.[H-].[Na+].[CH2:14](Br)[CH2:15]Br.[CH3:18][N:19]1[CH2:24][CH2:23][NH:22][CH2:21][CH2:20]1, predict the reaction product. The product is: [CH3:11][O:10][C:4]1[CH:3]=[C:2]([O:1][CH2:24][CH2:23][N:22]2[CH2:15][CH2:14][N:19]([CH3:18])[CH2:20][CH2:21]2)[CH:9]=[CH:8][C:5]=1[CH:6]=[O:7].